This data is from Full USPTO retrosynthesis dataset with 1.9M reactions from patents (1976-2016). The task is: Predict the reactants needed to synthesize the given product. (1) Given the product [CH2:18]([O:25][C:26]1[CH:31]=[CH:30][C:29]([CH2:32][C:33]([NH:39][CH2:37][C:14]2[C:15]3[C:10]([CH:11]=[CH:12][CH:13]=2)=[N:9][N:8]([CH2:7][CH2:6][N:1]2[CH2:5][CH2:4][CH2:3][CH2:2]2)[CH:16]=3)=[O:35])=[CH:28][CH:27]=1)[C:19]1[CH:24]=[CH:23][CH:22]=[CH:21][CH:20]=1, predict the reactants needed to synthesize it. The reactants are: [N:1]1([CH2:6][CH2:7][N:8]2[CH:16]=[C:15]3[C:10]([CH:11]=[CH:12][CH:13]=[C:14]3N)=[N:9]2)[CH2:5][CH2:4][CH2:3][CH2:2]1.[CH2:18]([O:25][C:26]1[CH:31]=[CH:30][C:29]([CH2:32][C:33]([OH:35])=O)=[CH:28][CH:27]=1)[C:19]1[CH:24]=[CH:23][CH:22]=[CH:21][CH:20]=1.Cl.[CH2:37]([N:39]=C=NC(C)(C)CC)C.ON1C2C=CC=CC=2N=N1.CN1CCOCC1. (2) Given the product [NH2:7][C:6]1[CH:8]=[C:9]([C:11]2[CH:12]=[N:13][NH:14][C:15]=2[CH3:16])[S:10][C:5]=1[C:4]([NH2:3])=[O:17], predict the reactants needed to synthesize it. The reactants are: CC1(C)[NH:7][C:6]2[CH:8]=[C:9]([C:11]3[CH:12]=[N:13][NH:14][C:15]=3[CH3:16])[S:10][C:5]=2[C:4](=[O:17])[NH:3]1.Cl. (3) Given the product [CH3:1][O:2][C:3]1[CH:8]=[CH:7][CH:6]=[CH:5][C:4]=1[CH:9]1[CH2:14][CH2:13][N:12]([CH2:16][C:17]2[NH:21][C:20]3[CH:22]=[CH:23][CH:24]=[CH:25][C:19]=3[N:18]=2)[CH2:11][CH2:10]1, predict the reactants needed to synthesize it. The reactants are: [CH3:1][O:2][C:3]1[CH:8]=[CH:7][CH:6]=[CH:5][C:4]=1[CH:9]1[CH2:14][CH2:13][NH:12][CH2:11][CH2:10]1.Cl[CH2:16][C:17]1[NH:18][C:19]2[CH:25]=[CH:24][CH:23]=[CH:22][C:20]=2[N:21]=1.C([O-])([O-])=O.[Cs+].[Cs+].O.